This data is from Catalyst prediction with 721,799 reactions and 888 catalyst types from USPTO. The task is: Predict which catalyst facilitates the given reaction. Reactant: C(O[CH:4](O)[C:5]([C:7]1[CH:8]=[C:9]([NH:13][S:14]([C:17]2[CH:22]=[CH:21][CH:20]=[CH:19][CH:18]=2)(=[O:16])=[O:15])[CH:10]=[CH:11][CH:12]=1)=[O:6])C.FC(F)(F)C(O)=O.[NH2:31][C:32]([CH3:46])([CH3:45])[CH2:33][CH2:34][N:35]1[C:39]2[CH:40]=[CH:41][CH:42]=[CH:43][C:38]=2[NH:37][C:36]1=[O:44].C(N(CC)CC)C.[BH4-].[Na+]. Product: [CH3:46][C:32]([NH:31][CH2:4][CH:5]([C:7]1[CH:8]=[C:9]([NH:13][S:14]([C:17]2[CH:18]=[CH:19][CH:20]=[CH:21][CH:22]=2)(=[O:15])=[O:16])[CH:10]=[CH:11][CH:12]=1)[OH:6])([CH3:45])[CH2:33][CH2:34][N:35]1[C:39]2[CH:40]=[CH:41][CH:42]=[CH:43][C:38]=2[NH:37][C:36]1=[O:44]. The catalyst class is: 8.